From a dataset of Forward reaction prediction with 1.9M reactions from USPTO patents (1976-2016). Predict the product of the given reaction. (1) Given the reactants [CH3:1][C:2]1[NH:6][N:5]=[C:4]([NH2:7])[CH:3]=1.CCN(C(C)C)C(C)C.[Cl:17][C:18]1[C:23]([CH:24]=[O:25])=[C:22](Cl)[N:21]=[C:20]([S:27][CH3:28])[N:19]=1.O, predict the reaction product. The product is: [Cl:17][C:18]1[C:23]([CH:24]=[O:25])=[C:22]([NH:7][C:4]2[CH:3]=[C:2]([CH3:1])[NH:6][N:5]=2)[N:21]=[C:20]([S:27][CH3:28])[N:19]=1. (2) Given the reactants [F:1][CH:2]([F:33])[C:3]1[N:7]([C:8]2[N:13]=[C:12]([N:14]3[CH2:19][CH2:18][O:17][CH2:16][CH2:15]3)[N:11]=[C:10]([NH:20][C:21]3[CH:22]=[N:23][CH:24]=[CH:25][CH:26]=3)[N:9]=2)[C:6]2[CH:27]=[CH:28][CH:29]=[C:30]([O:31][CH3:32])[C:5]=2[N:4]=1.[CH3:34][S:35]([OH:38])(=[O:37])=[O:36].CCOC(C)=O, predict the reaction product. The product is: [CH3:34][S:35]([OH:38])(=[O:37])=[O:36].[F:33][CH:2]([F:1])[C:3]1[N:7]([C:8]2[N:13]=[C:12]([N:14]3[CH2:15][CH2:16][O:17][CH2:18][CH2:19]3)[N:11]=[C:10]([NH:20][C:21]3[CH:22]=[N:23][CH:24]=[CH:25][CH:26]=3)[N:9]=2)[C:6]2[CH:27]=[CH:28][CH:29]=[C:30]([O:31][CH3:32])[C:5]=2[N:4]=1. (3) Given the reactants O[CH2:2][CH2:3][NH:4][S:5]([C:8]1[CH:13]=[CH:12][C:11]([C:14]2[C:15]3[C:16]4[CH2:29][CH2:28][CH2:27][C:17]=4[C:18](=[O:26])[NH:19][C:20]=3[CH:21]=[CH:22][C:23]=2[O:24]C)=[CH:10][CH:9]=1)(=[O:7])=[O:6].[Br:30]B(Br)Br, predict the reaction product. The product is: [Br:30][CH2:2][CH2:3][NH:4][S:5]([C:8]1[CH:13]=[CH:12][C:11]([C:14]2[C:15]3[C:16]4[CH2:29][CH2:28][CH2:27][C:17]=4[C:18](=[O:26])[NH:19][C:20]=3[CH:21]=[CH:22][C:23]=2[OH:24])=[CH:10][CH:9]=1)(=[O:7])=[O:6]. (4) Given the reactants [N:1]1([C:6]2[CH:7]=[C:8]([CH2:12][C:13]([O:15]C)=[O:14])[CH:9]=[CH:10][CH:11]=2)[CH:5]=[N:4][N:3]=[N:2]1.[OH-].[Na+], predict the reaction product. The product is: [N:1]1([C:6]2[CH:7]=[C:8]([CH2:12][C:13]([OH:15])=[O:14])[CH:9]=[CH:10][CH:11]=2)[CH:5]=[N:4][N:3]=[N:2]1. (5) Given the reactants [Cl:1][C:2]1[CH:3]=[CH:4][C:5]2[CH:9]=[C:8]([S:10]([N:13]3[CH2:18][CH2:17][N:16]([CH2:19][CH:20]4[CH2:25][CH2:24][NH:23][CH2:22][CH2:21]4)[C:15](=[O:26])[CH2:14]3)(=[O:12])=[O:11])[S:7][C:6]=2[CH:27]=1.C[Si]([N:32]=[C:33]=[O:34])(C)C, predict the reaction product. The product is: [Cl:1][C:2]1[CH:3]=[CH:4][C:5]2[CH:9]=[C:8]([S:10]([N:13]3[CH2:18][CH2:17][N:16]([CH2:19][CH:20]4[CH2:21][CH2:22][N:23]([C:33]([NH2:32])=[O:34])[CH2:24][CH2:25]4)[C:15](=[O:26])[CH2:14]3)(=[O:12])=[O:11])[S:7][C:6]=2[CH:27]=1. (6) Given the reactants [Cl:1][C:2]1[CH:7]=[CH:6][CH:5]=[CH:4][C:3]=1[CH2:8][N:9]1[CH:13]=[C:12]([C:14]2[CH:19]=[C:18]([C:20]3[N:21]=[N:22][NH:23][N:24]=3)[CH:17]=[CH:16][N:15]=2)[N:11]=[CH:10]1.[C:25]([O:28][CH2:29]Cl)(=[O:27])[CH3:26].C(=O)([O-])[O-].[K+].[K+], predict the reaction product. The product is: [C:25]([O:28][CH2:29][N:22]1[N:23]=[N:24][C:20]([C:18]2[CH:17]=[CH:16][N:15]=[C:14]([C:12]3[N:11]=[CH:10][N:9]([CH2:8][C:3]4[CH:4]=[CH:5][CH:6]=[CH:7][C:2]=4[Cl:1])[CH:13]=3)[CH:19]=2)=[N:21]1)(=[O:27])[CH3:26].